From a dataset of Peptide-MHC class I binding affinity with 185,985 pairs from IEDB/IMGT. Regression. Given a peptide amino acid sequence and an MHC pseudo amino acid sequence, predict their binding affinity value. This is MHC class I binding data. (1) The peptide sequence is LIFQVWQRSW. The MHC is Mamu-B17 with pseudo-sequence Mamu-B17. The binding affinity (normalized) is 0.162. (2) The peptide sequence is LAAEEILTL. The MHC is HLA-C12:03 with pseudo-sequence HLA-C12:03. The binding affinity (normalized) is 0.787.